From a dataset of Catalyst prediction with 721,799 reactions and 888 catalyst types from USPTO. Predict which catalyst facilitates the given reaction. Reactant: S([N:11]1[C:19]2[C:14](=[CH:15][CH:16]=[CH:17][CH:18]=2)[C:13]([C@H:20]2[C@H:25]([O:26][CH2:27][C:28]3[CH:33]=[CH:32][CH:31]=[CH:30][CH:29]=3)[C@@H:24]([O:34][CH2:35][C:36]3[CH:41]=[CH:40][CH:39]=[CH:38][CH:37]=3)[C@H:23]([O:42][CH2:43][C:44]3[CH:49]=[CH:48][CH:47]=[CH:46][CH:45]=3)[C@@H:22]([CH2:50][O:51][CH2:52][C:53]3[CH:58]=[CH:57][CH:56]=[CH:55][CH:54]=3)[O:21]2)=[CH:12]1)(C1C=CC(C)=CC=1)(=O)=O.[OH-].[K+]. Product: [CH2:27]([O:26][C@@H:25]1[C@@H:24]([O:34][CH2:35][C:36]2[CH:37]=[CH:38][CH:39]=[CH:40][CH:41]=2)[C@H:23]([O:42][CH2:43][C:44]2[CH:49]=[CH:48][CH:47]=[CH:46][CH:45]=2)[C@@H:22]([CH2:50][O:51][CH2:52][C:53]2[CH:54]=[CH:55][CH:56]=[CH:57][CH:58]=2)[O:21][C@H:20]1[C:13]1[C:14]2[C:19](=[CH:18][CH:17]=[CH:16][CH:15]=2)[NH:11][CH:12]=1)[C:28]1[CH:29]=[CH:30][CH:31]=[CH:32][CH:33]=1. The catalyst class is: 301.